This data is from CYP2D6 inhibition data for predicting drug metabolism from PubChem BioAssay. The task is: Regression/Classification. Given a drug SMILES string, predict its absorption, distribution, metabolism, or excretion properties. Task type varies by dataset: regression for continuous measurements (e.g., permeability, clearance, half-life) or binary classification for categorical outcomes (e.g., BBB penetration, CYP inhibition). Dataset: cyp2d6_veith. (1) The compound is CS(=O)(=O)N1CCC[C@@]2(CCN(Cc3ccccc3)C2)C1. The result is 1 (inhibitor). (2) The drug is COc1ccc(NS(=O)(=O)c2ccc(N)cc2)nn1. The result is 0 (non-inhibitor). (3) The molecule is Cl.Cl.Cl.Cl.Cl.Cl.N.N.N.N.NNNNN.NNNNN.O.O.[Ru].[Ru].[Ru]. The result is 1 (inhibitor). (4) The compound is COc1cccc(C2C3=C(CC(C)(C)CC3=O)OC(N)=C2[N+](=O)[O-])c1. The result is 0 (non-inhibitor). (5) The drug is COc1ccc(Cc2n[nH]c(=O)c3ccccc23)cc1OC. The result is 0 (non-inhibitor).